This data is from Drug half-life prediction data from Obach et al.. The task is: Regression/Classification. Given a drug SMILES string, predict its absorption, distribution, metabolism, or excretion properties. Task type varies by dataset: regression for continuous measurements (e.g., permeability, clearance, half-life) or binary classification for categorical outcomes (e.g., BBB penetration, CYP inhibition). For this dataset (half_life_obach), we predict log10(half-life) (log10 of half-life in hours). (1) The drug is C[C@]12C[C@H](O)[C@H]3[C@@H](CCC4=CC(=O)CC[C@@]43C)[C@@H]1CC[C@]2(O)C(=O)CO. The log10(half-life) is 0.200. (2) The molecule is C[C@H](N[C@@H](CCc1ccccc1)C(=O)O)C(=O)N1CCC[C@H]1C(=O)O. The log10(half-life) is 1.59. (3) The compound is Cc1nnc2n1-c1ccc(Cl)cc1C(c1ccccc1)=NC2. The log10(half-life) is 1.08. (4) The molecule is O=C(O)C(Cl)Cl. The log10(half-life) is -0.190. (5) The molecule is COc1ccnc(C[S+]([O-])c2nc3cc(OC(F)F)ccc3[nH]2)c1OC. The log10(half-life) is 0.280. (6) The drug is COC(=O)[C@H]1[C@@H](OC(=O)c2ccccc2)C[C@@H]2CC[C@H]1N2C. The log10(half-life) is -0.120.